From a dataset of Forward reaction prediction with 1.9M reactions from USPTO patents (1976-2016). Predict the product of the given reaction. (1) The product is: [Cl:1][C:2]1[C:7]2[CH2:8][CH2:9][S:10](=[O:12])(=[O:11])[C:6]=2[CH:5]=[CH:4][C:3]=1[C:13]([NH:27][C:26]1[N:22]([CH3:21])[N:23]=[CH:24][N:25]=1)=[O:15]. Given the reactants [Cl:1][C:2]1[C:7]2[CH2:8][CH2:9][S:10](=[O:12])(=[O:11])[C:6]=2[CH:5]=[CH:4][C:3]=1[C:13]([OH:15])=O.S(O)(O)(=O)=O.[CH3:21][N:22]1[C:26]([NH2:27])=[N:25][CH:24]=[N:23]1.[CH3:21][N:22]1[C:26]([NH2:27])=[N:25][CH:24]=[N:23]1.S(Cl)(Cl)=O.OS([O-])(=O)=O.[K+], predict the reaction product. (2) Given the reactants [F:1][C:2]1[CH:3]=[C:4]([C:8]2[C:9]([CH3:39])=[C:10]([CH:36]=[CH:37][CH:38]=2)[CH2:11][N:12]2[C:20](=[O:21])[NH:19][C:18]3[C:13]2=[N:14][C:15]([NH:22][CH2:23][C@@H:24]2[CH2:28][CH2:27][N:26](C(OC(C)(C)C)=O)[CH2:25]2)=[N:16][CH:17]=3)[CH:5]=[CH:6][CH:7]=1, predict the reaction product. The product is: [F:1][C:2]1[CH:3]=[C:4]([C:8]2[C:9]([CH3:39])=[C:10]([CH:36]=[CH:37][CH:38]=2)[CH2:11][N:12]2[C:20](=[O:21])[NH:19][C:18]3[C:13]2=[N:14][C:15]([NH:22][CH2:23][C@@H:24]2[CH2:28][CH2:27][NH:26][CH2:25]2)=[N:16][CH:17]=3)[CH:5]=[CH:6][CH:7]=1. (3) Given the reactants C(O[CH:4](OCC)[CH2:5][O:6][C:7]1[CH:12]=[C:11]([Br:13])[CH:10]=[CH:9][C:8]=1[O:14][CH3:15])C.[OH-].[Na+], predict the reaction product. The product is: [Br:13][C:11]1[C:12]2[CH:4]=[CH:5][O:6][C:7]=2[C:8]([O:14][CH3:15])=[CH:9][CH:10]=1. (4) The product is: [NH2:1][C:2]1[C:9]([Br:15])=[CH:8][C:5]([C:6]#[N:7])=[CH:4][N:3]=1. Given the reactants [NH2:1][C:2]1[CH:9]=[CH:8][C:5]([C:6]#[N:7])=[CH:4][N:3]=1.C([O-])(=O)C.[Na+].[Br:15]Br.O, predict the reaction product. (5) Given the reactants [Br:1][C:2]1[CH:7]=[CH:6][C:5]([NH:8][C:9]2[C:17]3[S:16][N:15]=[CH:14][C:13]=3[CH:12]=[CH:11][C:10]=2[C:18]([OH:20])=O)=[C:4]([F:21])[CH:3]=1.C(N(C(C)C)CC)(C)C.[CH:31]([O:33][CH2:34][CH2:35][O:36][NH2:37])=[CH2:32].CCN=C=NCCCN(C)C.C1C=CC2N(O)N=NC=2C=1, predict the reaction product. The product is: [CH:31]([O:33][CH2:34][CH2:35][O:36][NH:37][C:18]([C:10]1[CH:11]=[CH:12][C:13]2[CH:14]=[N:15][S:16][C:17]=2[C:9]=1[NH:8][C:5]1[CH:6]=[CH:7][C:2]([Br:1])=[CH:3][C:4]=1[F:21])=[O:20])=[CH2:32]. (6) Given the reactants [CH3:1][O:2][C:3]1[CH:4]=[C:5]([C:9](=[O:20])[C@@H:10]([NH:12][C:13](=[O:19])[O:14][C:15]([CH3:18])([CH3:17])[CH3:16])[CH3:11])[CH:6]=[CH:7][CH:8]=1.CC(C)[O-].[Al+3].CC(C)[O-].CC(C)[O-].CC(O)C, predict the reaction product. The product is: [C:15]([O:14][C:13](=[O:19])[NH:12][C@@H:10]([CH3:11])[C@H:9]([OH:20])[C:5]1[CH:6]=[CH:7][CH:8]=[C:3]([O:2][CH3:1])[CH:4]=1)([CH3:18])([CH3:16])[CH3:17].